Task: Predict the product of the given reaction.. Dataset: Forward reaction prediction with 1.9M reactions from USPTO patents (1976-2016) (1) Given the reactants C[C:2]1[C:3]([NH2:15])=[C:4]([CH:8]=[C:9]([O:13][CH3:14])[C:10]=1[O:11][CH3:12])[C:5](O)=[O:6].[CH3:16][NH2:17], predict the reaction product. The product is: [CH3:14][O:13][C:9]1[CH:8]=[C:4]2[C:3](=[CH:2][C:10]=1[O:11][CH3:12])[N:15]=[CH:16][NH:17][C:5]2=[O:6]. (2) Given the reactants C(OC1C=CC(C[C@H](NC([C@@H](/C=C/CCCCCCC(F)(F)CCCCCCC)[C@@](O)(CCC)C(O)=O)=O)C(O)=O)=CC=1)C#CC.[CH2:47]([O:51][C:52]1[CH:57]=[CH:56][C:55]([CH2:58][C@H:59]([NH:64][C:65]([C@@H:67](/[CH:77]=[CH:78]/[CH2:79][CH2:80][CH2:81][CH2:82][CH2:83][CH2:84][S:85]([CH2:88][CH2:89][CH2:90][CH2:91][CH2:92][CH2:93][CH3:94])(=[O:87])=[O:86])[C@@:68]([OH:76])([CH2:72][CH2:73][O:74][CH3:75])[C:69]([OH:71])=[O:70])=[O:66])[C:60]([O:62]C)=[O:61])=[CH:54][CH:53]=1)[CH2:48][CH2:49][CH3:50], predict the reaction product. The product is: [CH2:47]([O:51][C:52]1[CH:57]=[CH:56][C:55]([CH2:58][C@H:59]([NH:64][C:65]([C@@H:67](/[CH:77]=[CH:78]/[CH2:79][CH2:80][CH2:81][CH2:82][CH2:83][CH2:84][S:85]([CH2:88][CH2:89][CH2:90][CH2:91][CH2:92][CH2:93][CH3:94])(=[O:86])=[O:87])[C@@:68]([OH:76])([CH2:72][CH2:73][O:74][CH3:75])[C:69]([OH:71])=[O:70])=[O:66])[C:60]([OH:62])=[O:61])=[CH:54][CH:53]=1)[CH2:48][CH2:49][CH3:50]. (3) Given the reactants [Cl:1][C:2]1[CH:10]=[CH:9][CH:8]=[C:7]2[C:3]=1[C:4]([C:17]([OH:19])=O)=[CH:5][N:6]2[CH2:11][CH:12]1[CH2:16][CH2:15][CH2:14][O:13]1.[NH2:20][CH2:21][C@@:22]1([OH:29])[CH2:27][CH2:26][CH2:25][C@@H:24]([CH3:28])[CH2:23]1.C1C=CC2N(O)N=NC=2C=1.CCN=C=NCCCN(C)C.C(N(CC)CC)C, predict the reaction product. The product is: [Cl:1][C:2]1[CH:10]=[CH:9][CH:8]=[C:7]2[C:3]=1[C:4]([C:17]([NH:20][CH2:21][C@@:22]1([OH:29])[CH2:27][CH2:26][CH2:25][C@@H:24]([CH3:28])[CH2:23]1)=[O:19])=[CH:5][N:6]2[CH2:11][CH:12]1[CH2:16][CH2:15][CH2:14][O:13]1.